Dataset: Reaction yield outcomes from USPTO patents with 853,638 reactions. Task: Predict the reaction yield, written as a fraction of the theoretical maximum amount of product (1.0 means a 100% yield; for example, 0.34 means a 34% yield). The reactants are [CH:1]([C:3]1[O:7][C:6]([C:8]([OH:10])=[O:9])=[CH:5][CH:4]=1)=O.Cl.[NH2:12]O.C(OC(=O)C)(=O)C. The catalyst is N1C=CC=CC=1. The product is [C:1]([C:3]1[O:7][C:6]([C:8]([OH:10])=[O:9])=[CH:5][CH:4]=1)#[N:12]. The yield is 0.760.